From a dataset of NCI-60 drug combinations with 297,098 pairs across 59 cell lines. Regression. Given two drug SMILES strings and cell line genomic features, predict the synergy score measuring deviation from expected non-interaction effect. (1) Drug 1: C(CCl)NC(=O)N(CCCl)N=O. Drug 2: CC1CCCC2(C(O2)CC(NC(=O)CC(C(C(=O)C(C1O)C)(C)C)O)C(=CC3=CSC(=N3)C)C)C. Cell line: HCT116. Synergy scores: CSS=63.2, Synergy_ZIP=1.75, Synergy_Bliss=0.406, Synergy_Loewe=-7.16, Synergy_HSA=1.93. (2) Drug 1: C1=CC(=CC=C1C#N)C(C2=CC=C(C=C2)C#N)N3C=NC=N3. Drug 2: C1=NC(=NC(=O)N1C2C(C(C(O2)CO)O)O)N. Cell line: HCT116. Synergy scores: CSS=43.6, Synergy_ZIP=-0.692, Synergy_Bliss=-3.71, Synergy_Loewe=-7.15, Synergy_HSA=-4.09. (3) Cell line: HCT116. Drug 1: C1CN1P(=S)(N2CC2)N3CC3. Drug 2: C1CC(=O)NC(=O)C1N2C(=O)C3=CC=CC=C3C2=O. Synergy scores: CSS=12.9, Synergy_ZIP=-5.03, Synergy_Bliss=0.431, Synergy_Loewe=-20.8, Synergy_HSA=-2.87.